Predict the product of the given reaction. From a dataset of Forward reaction prediction with 1.9M reactions from USPTO patents (1976-2016). (1) The product is: [C:20]([O:19][C:17](=[O:18])[CH2:16][C@@H:9]1[N:8]([C:26]([O:28][C:29]([CH3:32])([CH3:31])[CH3:30])=[O:27])[C:7](=[O:24])[C:6]2[CH:25]=[C:2]([Cl:1])[CH:3]=[CH:4][C:5]=2[C:11]2[C:12]([CH3:15])=[N:13][O:14][C:10]1=2)([CH3:22])([CH3:21])[CH3:23]. Given the reactants [Cl:1][C:2]1[CH:3]=[CH:4][C:5]2[C:11]3[C:12]([CH3:15])=[N:13][O:14][C:10]=3[C@H:9]([CH2:16][C:17]([O:19][C:20]([CH3:23])([CH3:22])[CH3:21])=[O:18])[NH:8][C:7](=[O:24])[C:6]=2[CH:25]=1.[C:26](O[C:26]([O:28][C:29]([CH3:32])([CH3:31])[CH3:30])=[O:27])([O:28][C:29]([CH3:32])([CH3:31])[CH3:30])=[O:27].C(=O)=O.CCOC(C)=O, predict the reaction product. (2) Given the reactants Cl[C:2]1[N:7]=[CH:6][N:5]=[C:4]([NH:8][CH3:9])[CH:3]=1.[F:10][C:11]1[C:16](B(O)O)=[CH:15][CH:14]=[CH:13][N:12]=1.C([O-])(=O)C.[K+].C(O)CCC, predict the reaction product. The product is: [F:10][C:11]1[C:16]([C:2]2[N:7]=[CH:6][N:5]=[C:4]([NH:8][CH3:9])[CH:3]=2)=[CH:15][CH:14]=[CH:13][N:12]=1. (3) Given the reactants Br[C:2]1[CH:7]=[C:6]([O:8][C:9]([F:14])([F:13])[CH:10]([F:12])[F:11])[CH:5]=[C:4]([F:15])[CH:3]=1.C([Li])CCC.[Br:21][C:22]1[CH:23]=[C:24]([CH:27]=[CH:28][C:29]=1[F:30])[CH:25]=[O:26], predict the reaction product. The product is: [Br:21][C:22]1[CH:23]=[C:24]([CH:25]([C:7]2[CH:2]=[CH:3][C:4]([F:15])=[CH:5][C:6]=2[O:8][C:9]([F:14])([F:13])[CH:10]([F:12])[F:11])[OH:26])[CH:27]=[CH:28][C:29]=1[F:30]. (4) Given the reactants [F:1][C:2]1[CH:22]=[CH:21][C:5]([CH2:6][CH:7]2[CH2:16][C:15]3[C:10](=[CH:11][CH:12]=[CH:13][CH:14]=3)[CH2:9][N:8]2[CH2:17][CH2:18][CH2:19][NH2:20])=[CH:4][CH:3]=1.[CH3:23][O:24][C:25]1[CH:30]=[CH:29][CH:28]=[CH:27][C:26]=1[N:31]=[C:32]=[O:33], predict the reaction product. The product is: [F:1][C:2]1[CH:22]=[CH:21][C:5]([CH2:6][CH:7]2[CH2:16][C:15]3[C:10](=[CH:11][CH:12]=[CH:13][CH:14]=3)[CH2:9][N:8]2[CH2:17][CH2:18][CH2:19][NH:20][C:32]([NH:31][C:26]2[CH:27]=[CH:28][CH:29]=[CH:30][C:25]=2[O:24][CH3:23])=[O:33])=[CH:4][CH:3]=1. (5) Given the reactants [BH4-].[Na+].[CH3:3][C:4]1[CH:16]=[CH:15][C:7]([C:8]([CH:10]2[CH2:12][CH:11]2[C:13]#[N:14])=[O:9])=[CH:6][CH:5]=1.O, predict the reaction product. The product is: [OH:9][CH:8]([C:7]1[CH:6]=[CH:5][C:4]([CH3:3])=[CH:16][CH:15]=1)[CH:10]1[CH2:12][CH:11]1[C:13]#[N:14]. (6) Given the reactants [Cl:1][C:2]1[CH:12]=[CH:11][CH:10]=[C:9]([Si:13]([CH3:16])([CH3:15])[CH3:14])[C:3]=1[C:4]([N:6]=[C:7]=[O:8])=[O:5].[CH:17]([NH2:20])([CH3:19])[CH3:18], predict the reaction product. The product is: [Cl:1][C:2]1[CH:12]=[CH:11][CH:10]=[C:9]([Si:13]([CH3:16])([CH3:15])[CH3:14])[C:3]=1[C:4]([NH:6][C:7]([NH:20][CH:17]([CH3:19])[CH3:18])=[O:8])=[O:5].